From a dataset of Catalyst prediction with 721,799 reactions and 888 catalyst types from USPTO. Predict which catalyst facilitates the given reaction. (1) Reactant: [CH3:1][O:2][C:3]([C@@H:5]1[CH2:18][C:17]2[CH:16]=[C:15]3[C:10]([O:11][C@@H:12]([C:21]4[CH:26]=[CH:25][C:24]([O:27][CH2:28][C:29]5[CH:34]=[CH:33][C:32]([Cl:35])=[C:31]([Cl:36])[CH:30]=5)=[CH:23][CH:22]=4)[C:13](=[O:20])[N:14]3[CH3:19])=[CH:9][C:8]=2[CH2:7][N:6]1C(OC(C)(C)C)=O)=[O:4].C(=O)([O-])[O-].[Na+].[Na+]. Product: [CH3:1][O:2][C:3]([C@@H:5]1[CH2:18][C:17]2[CH:16]=[C:15]3[C:10]([O:11][C@@H:12]([C:21]4[CH:22]=[CH:23][C:24]([O:27][CH2:28][C:29]5[CH:34]=[CH:33][C:32]([Cl:35])=[C:31]([Cl:36])[CH:30]=5)=[CH:25][CH:26]=4)[C:13](=[O:20])[N:14]3[CH3:19])=[CH:9][C:8]=2[CH2:7][NH:6]1)=[O:4]. The catalyst class is: 25. (2) Reactant: [CH2:1]1[C:5]2[CH:6]=[CH:7][C:8]([O:10][C:11]3[CH:16]=[CH:15][C:14]([NH:17][C:18](=[O:22])[C@@H:19]([CH3:21])[NH2:20])=[CH:13][CH:12]=3)=[CH:9][C:4]=2[CH2:3][O:2]1.Cl[C:24](Cl)([O:26]C(=O)OC(Cl)(Cl)Cl)Cl.C([O-])(O)=O.[Na+]. Product: [CH2:1]1[C:5]2[CH:6]=[CH:7][C:8]([O:10][C:11]3[CH:12]=[CH:13][C:14]([N:17]4[C:18](=[O:22])[C@@H:19]([CH3:21])[NH:20][C:24]4=[O:26])=[CH:15][CH:16]=3)=[CH:9][C:4]=2[CH2:3][O:2]1. The catalyst class is: 4.